This data is from Peptide-MHC class I binding affinity with 185,985 pairs from IEDB/IMGT. The task is: Regression. Given a peptide amino acid sequence and an MHC pseudo amino acid sequence, predict their binding affinity value. This is MHC class I binding data. The peptide sequence is VEKAVATAPGL. The MHC is Mamu-B01 with pseudo-sequence Mamu-B01. The binding affinity (normalized) is 0.